From a dataset of Catalyst prediction with 721,799 reactions and 888 catalyst types from USPTO. Predict which catalyst facilitates the given reaction. (1) Product: [C:9]([OH:11])(=[O:10])[C:8]1[CH:12]=[CH:13][CH:5]=[CH:6][CH:7]=1. The catalyst class is: 5. Reactant: [OH-].[Na+].ClC[C:5]1[CH:13]=[CH:12][C:8]([C:9]([OH:11])=[O:10])=[CH:7][CH:6]=1.C(N)CC. (2) Reactant: [Si:1]([O:8][C@H:9]([C@H:17]([CH3:41])/[CH:18]=[CH:19]/[CH2:20][O:21][C:22]([C:35]1[CH:40]=[CH:39][CH:38]=[CH:37][CH:36]=1)([C:29]1[CH:34]=[CH:33][CH:32]=[CH:31][CH:30]=1)[C:23]1[CH:28]=[CH:27][CH:26]=[CH:25][CH:24]=1)[CH2:10][C:11](N(OC)C)=[O:12])([C:4]([CH3:7])([CH3:6])[CH3:5])([CH3:3])[CH3:2].[Si:42]([O:49][C@H:50]([C@@H:55]([CH3:67])[CH2:56][CH2:57][CH2:58][O:59][Si:60]([C:63]([CH3:66])([CH3:65])[CH3:64])([CH3:62])[CH3:61])[C@@H:51]([CH3:54])[C:52]#[CH:53])([C:45]([CH3:48])([CH3:47])[CH3:46])([CH3:44])[CH3:43].[Li]CCCC.CCOC(C)=O.CCCCCC. Product: [Si:1]([O:8][C@@H:9]([CH2:10][C:11](=[O:12])[C:53]#[C:52][C@H:51]([CH3:54])[C@H:50]([O:49][Si:42]([C:45]([CH3:48])([CH3:47])[CH3:46])([CH3:44])[CH3:43])[C@@H:55]([CH3:67])[CH2:56][CH2:57][CH2:58][O:59][Si:60]([C:63]([CH3:65])([CH3:64])[CH3:66])([CH3:62])[CH3:61])[C@H:17]([CH3:41])[CH:18]=[CH:19][CH2:20][O:21][C:22]([C:35]1[CH:40]=[CH:39][CH:38]=[CH:37][CH:36]=1)([C:29]1[CH:34]=[CH:33][CH:32]=[CH:31][CH:30]=1)[C:23]1[CH:24]=[CH:25][CH:26]=[CH:27][CH:28]=1)([C:4]([CH3:7])([CH3:5])[CH3:6])([CH3:3])[CH3:2]. The catalyst class is: 22. (3) The catalyst class is: 6. Product: [NH2:17][C:16]1[C:15]2[C:14](=[N:21][CH:20]=[CH:19][C:18]=2[O:22][CH3:23])[S:1][C:2]=1[C:3]([NH2:5])=[O:4]. Reactant: [SH:1][CH2:2][C:3]([NH2:5])=[O:4].[OH-].[Na+].CN(C)C=O.Cl[C:14]1[N:21]=[CH:20][CH:19]=[C:18]([O:22][CH3:23])[C:15]=1[C:16]#[N:17].